Task: Predict the reaction yield, written as a fraction of the theoretical maximum amount of product (1.0 means a 100% yield; for example, 0.34 means a 34% yield).. Dataset: Reaction yield outcomes from USPTO patents with 853,638 reactions (1) The reactants are [OH:1][C:2]1[CH:11]=[C:10]2[C:5]([CH2:6][CH2:7][CH2:8][C:9]2=O)=[CH:4][C:3]=1[O:13][CH3:14].Cl.[N:16]1[O:17][N:18]=[C:19]2[CH:24]=[C:23]([CH2:25][O:26][NH2:27])[CH:22]=[CH:21][C:20]=12.N1C=CC=CC=1.[N+](C1C=CC(CO/N=C2\CCCC3C\2=CC(OC)=C(OC)C=3)=CC=1)([O-])=O. The catalyst is C(O)C.C(OCC)(=O)C.CCCCCC. The product is [N:16]1[O:17][N:18]=[C:19]2[CH:24]=[C:23]([CH2:25][O:26]/[N:27]=[C:9]3\[CH2:8][CH2:7][CH2:6][C:5]4[C:10]\3=[CH:11][C:2]([OH:1])=[C:3]([O:13][CH3:14])[CH:4]=4)[CH:22]=[CH:21][C:20]=12. The yield is 0.0900. (2) The reactants are [F:1][C:2]([F:21])([F:20])[C:3]1[CH:4]=[C:5](/[N:9]=[C:10]2\[C:11](=[O:19])[NH:12][C:13]3[C:18]\2=[CH:17][CH:16]=[CH:15][CH:14]=3)[CH:6]=[CH:7][CH:8]=1.C(N(CC)CC)C.[Br:29][C:30]1[CH:35]=[CH:34][C:33](B(O)O)=[CH:32][CH:31]=1. The catalyst is C(Cl)Cl.C([O-])(=O)C.[Cu+2].C([O-])(=O)C. The product is [Br:29][C:30]1[CH:35]=[CH:34][C:33]([N:12]2[C:13]3[C:18](=[CH:17][CH:16]=[CH:15][CH:14]=3)/[C:10](=[N:9]/[C:5]3[CH:6]=[CH:7][CH:8]=[C:3]([C:2]([F:1])([F:20])[F:21])[CH:4]=3)/[C:11]2=[O:19])=[CH:32][CH:31]=1. The yield is 0.420. (3) The reactants are [OH:1][C:2]1[N:6]([C:7]2[CH:12]=[C:11]([C:13]#[N:14])[CH:10]=[CH:9][N:8]=2)[N:5]=[C:4]([CH:15]([C:17]2[CH:22]=[CH:21][CH:20]=[CH:19][CH:18]=2)[CH3:16])[CH:3]=1.[NH4+].[Cl-].[N-:25]=[N+:26]=[N-:27].[Na+]. The catalyst is CN(C=O)C. The product is [C:17]1([CH:15]([C:4]2[CH:3]=[C:2]([OH:1])[N:6]([C:7]3[CH:12]=[C:11]([C:13]4[NH:27][N:26]=[N:25][N:14]=4)[CH:10]=[CH:9][N:8]=3)[N:5]=2)[CH3:16])[CH:22]=[CH:21][CH:20]=[CH:19][CH:18]=1. The yield is 0.580. (4) The reactants are N[C:2]1[CH:7]=[CH:6][C:5]([N:8]([C:13]2[C:32]([CH:33]3[CH2:35][CH2:34]3)=[CH:31][C:16]3[C:17]([C:27]([NH:29][CH3:30])=[O:28])=[C:18]([C:20]4[CH:25]=[CH:24][C:23]([F:26])=[CH:22][CH:21]=4)[O:19][C:15]=3[CH:14]=2)[S:9]([CH3:12])(=[O:11])=[O:10])=[CH:4][C:3]=1[S:36]([CH3:39])(=[O:38])=[O:37].[BrH:40].N([O-])=O.[Na+].S(=O)(O)[O-].[Na+]. The catalyst is C(#N)C.O.[Cu]Br.CCOC(C)=O.CCCCCC.CCOC(C)=O. The product is [Br:40][C:2]1[CH:7]=[CH:6][C:5]([N:8]([C:13]2[C:32]([CH:33]3[CH2:35][CH2:34]3)=[CH:31][C:16]3[C:17]([C:27]([NH:29][CH3:30])=[O:28])=[C:18]([C:20]4[CH:25]=[CH:24][C:23]([F:26])=[CH:22][CH:21]=4)[O:19][C:15]=3[CH:14]=2)[S:9]([CH3:12])(=[O:11])=[O:10])=[CH:4][C:3]=1[S:36]([CH3:39])(=[O:38])=[O:37]. The yield is 0.680. (5) The reactants are [CH2:1]([O:3][C:4](=[O:23])[C:5]1[CH:10]=[CH:9][C:8]([O:11][C:12]2[CH:17]=[CH:16][C:15](Br)=[C:14]([CH:19]=[O:20])[CH:13]=2)=[CH:7][C:6]=1[O:21][CH3:22])[CH3:2].[B:24]1([B:24]2[O:28][C:27]([CH3:30])([CH3:29])[C:26]([CH3:32])([CH3:31])[O:25]2)[O:28][C:27]([CH3:30])([CH3:29])[C:26]([CH3:32])([CH3:31])[O:25]1.C([O-])(=O)C.[K+]. The catalyst is O1CCOCC1.C1C=CC(P(C2C=CC=CC=2)[C-]2C=CC=C2)=CC=1.C1C=CC(P(C2C=CC=CC=2)[C-]2C=CC=C2)=CC=1.Cl[Pd]Cl.[Fe+2]. The product is [CH2:1]([O:3][C:4](=[O:23])[C:5]1[CH:10]=[CH:9][C:8]([O:11][C:12]2[CH:17]=[CH:16][C:15]([B:24]3[O:28][C:27]([CH3:30])([CH3:29])[C:26]([CH3:32])([CH3:31])[O:25]3)=[C:14]([CH:19]=[O:20])[CH:13]=2)=[CH:7][C:6]=1[O:21][CH3:22])[CH3:2]. The yield is 0.960. (6) The reactants are ClC1C=C(C=CC=1)C(OO)=[O:6].[CH3:12][C:13]1[CH:18]=[C:17]([O:19][CH2:20][C:21]2[N:22]=[C:23](/[CH:26]=[CH:27]/[C:28]3[CH:33]=[CH:32][C:31]([O:34][C:35]([F:38])([F:37])[F:36])=[CH:30][CH:29]=3)[O:24][CH:25]=2)[CH:16]=[CH:15][C:14]=1[CH2:39][S:40]([CH2:42][CH2:43][N:44]1[CH:48]=[CH:47][N:46]=[N:45]1)=[O:41]. The catalyst is C(OCC)(=O)C.ClCCl. The product is [CH3:12][C:13]1[CH:18]=[C:17]([O:19][CH2:20][C:21]2[N:22]=[C:23](/[CH:26]=[CH:27]/[C:28]3[CH:29]=[CH:30][C:31]([O:34][C:35]([F:37])([F:36])[F:38])=[CH:32][CH:33]=3)[O:24][CH:25]=2)[CH:16]=[CH:15][C:14]=1[CH2:39][S:40]([CH2:42][CH2:43][N:44]1[CH:48]=[CH:47][N:46]=[N:45]1)(=[O:6])=[O:41]. The yield is 0.530.